This data is from Full USPTO retrosynthesis dataset with 1.9M reactions from patents (1976-2016). The task is: Predict the reactants needed to synthesize the given product. (1) Given the product [CH3:22][O:21][C:4]1[CH:3]=[C:2]([C:33]2[CH:32]=[N:31][N:30]([CH3:29])[CH:34]=2)[CH:7]=[CH:6][C:5]=1[NH:8][C:9]1[N:14]=[C:13]([NH:15][CH3:16])[C:12]([C:17]([F:20])([F:19])[F:18])=[CH:11][N:10]=1, predict the reactants needed to synthesize it. The reactants are: Br[C:2]1[CH:7]=[CH:6][C:5]([NH:8][C:9]2[N:14]=[C:13]([NH:15][CH3:16])[C:12]([C:17]([F:20])([F:19])[F:18])=[CH:11][N:10]=2)=[C:4]([O:21][CH3:22])[CH:3]=1.C([O-])([O-])=O.[K+].[K+].[CH3:29][N:30]1[CH:34]=[C:33](B2OC(C)(C)C(C)(C)O2)[CH:32]=[N:31]1. (2) Given the product [CH3:1][O:2][C:3]([C:4]1([C:17]2[CH:22]=[CH:21][C:20]([C:23]#[N:24])=[CH:19][C:18]=2[Cl:25])[N:5]2[CH:6]=[N:7][CH:8]=[C:9]2[CH2:10][CH2:11]1)=[O:26], predict the reactants needed to synthesize it. The reactants are: [CH3:1][O:2][C:3](=[O:26])[CH:4]([C:17]1[CH:22]=[CH:21][C:20]([C:23]#[N:24])=[CH:19][C:18]=1[Cl:25])[N:5]1[C:9]([CH2:10][CH2:11]OS(C)(=O)=O)=[CH:8][N:7]=[CH:6]1.C([O-])([O-])=O.[K+].[K+].[Na+].[I-].CCN(CC)CC. (3) Given the product [F:12][C:9]([F:10])([F:11])[C:7]1[CH:6]=[C:5]([NH:13][C:14](=[O:29])[CH2:15][N:16]2[CH2:17][CH2:18][NH:19][CH2:20][CH2:21]2)[CH:4]=[C:3]([C:2]([F:30])([F:31])[F:1])[CH:8]=1, predict the reactants needed to synthesize it. The reactants are: [F:1][C:2]([F:31])([F:30])[C:3]1[CH:4]=[C:5]([NH:13][C:14](=[O:29])[CH2:15][N:16]2[CH2:21][CH2:20][N:19](C(OC(C)(C)C)=O)[CH2:18][CH2:17]2)[CH:6]=[C:7]([C:9]([F:12])([F:11])[F:10])[CH:8]=1.Cl. (4) Given the product [C:10]1([C:4]2([CH2:1][CH2:2][CH2:3][OH:17])[CH2:9][CH2:8][CH2:7][CH2:6][O:5]2)[CH:15]=[CH:14][CH:13]=[CH:12][CH:11]=1, predict the reactants needed to synthesize it. The reactants are: [CH2:1]([C:4]1([C:10]2[CH:15]=[CH:14][CH:13]=[CH:12][CH:11]=2)[CH2:9][CH2:8][CH2:7][CH2:6][O:5]1)[CH:2]=[CH2:3].B.[OH-:17].[Na+].OO.